This data is from Full USPTO retrosynthesis dataset with 1.9M reactions from patents (1976-2016). The task is: Predict the reactants needed to synthesize the given product. (1) Given the product [F:12][C:9]1([F:13])[CH2:10][CH2:11][CH:6]([CH2:4][OH:3])[CH2:7][CH2:8]1, predict the reactants needed to synthesize it. The reactants are: C([O:3][C:4]([CH:6]1[CH2:11][CH2:10][C:9]([F:13])([F:12])[CH2:8][CH2:7]1)=O)C.[H-].[Al+3].[Li+].[H-].[H-].[H-].O1CCCC1. (2) The reactants are: [Br:1][C:2]1[CH:3]=[C:4]([C:8]2([C:16]#[N:17])[CH2:14][C@H:13]3[NH:15][C@H:10]([CH:11]=[CH:12]3)[CH2:9]2)[CH:5]=[N:6][CH:7]=1.CCN(C(C)C)C(C)C.Cl[CH2:28][C:29]([CH3:31])=[CH2:30]. Given the product [Br:1][C:2]1[CH:3]=[C:4]([C:8]2([C:16]#[N:17])[CH2:14][C@H:13]3[N:15]([CH2:30][C:29]([CH3:31])=[CH2:28])[C@H:10]([CH:11]=[CH:12]3)[CH2:9]2)[CH:5]=[N:6][CH:7]=1, predict the reactants needed to synthesize it. (3) Given the product [C:1]([O:5][C:6]([N:8]1[CH2:13][CH2:12][C:11](=[C:14]([C:15]2[CH:20]=[CH:19][CH:18]=[CH:17][CH:16]=2)[C:27]2[S:28][CH:29]=[CH:30][N:31]=2)[CH2:10][CH2:9]1)=[O:7])([CH3:4])([CH3:3])[CH3:2], predict the reactants needed to synthesize it. The reactants are: [C:1]([O:5][C:6]([N:8]1[CH2:13][CH2:12][C:11](=[C:14](Br)[C:15]2[CH:20]=[CH:19][CH:18]=[CH:17][CH:16]=2)[CH2:10][CH2:9]1)=[O:7])([CH3:4])([CH3:3])[CH3:2].C([Sn](CCCC)(CCCC)[C:27]1[S:28][CH:29]=[CH:30][N:31]=1)CCC. (4) The reactants are: [CH2:1]([C:4]([P:10]([O-:13])([OH:12])=[O:11])([P:6]([O-:9])([OH:8])=[O:7])[OH:5])[CH2:2][NH2:3].[Na+:14].[Na+].C(C(P(O)(O)=O)(P(O)(O)=O)[OH:20])CN.[OH-].[Na+]. Given the product [CH2:1]([C:4]([P:10]([O-:13])([OH:12])=[O:11])([P:6]([O-:8])([OH:9])=[O:7])[OH:5])[CH2:2][NH2:3].[OH2:20].[Na+:14].[Na+:14], predict the reactants needed to synthesize it. (5) Given the product [OH:8][C@H:6]1[CH2:5][CH2:4][N:3]([C:9]([O:11][C:12]([CH3:15])([CH3:14])[CH3:13])=[O:10])[C@@H:2]([CH3:1])[CH2:7]1.[OH:8][C@@H:6]1[CH2:5][CH2:4][N:3]([C:9]([O:11][C:12]([CH3:15])([CH3:14])[CH3:13])=[O:10])[C@@H:2]([CH3:1])[CH2:7]1, predict the reactants needed to synthesize it. The reactants are: [CH3:1][CH:2]1[CH2:7][C:6](=[O:8])[CH2:5][CH2:4][N:3]1[C:9]([O:11][C:12]([CH3:15])([CH3:14])[CH3:13])=[O:10].[BH4-].[Na+]. (6) Given the product [C:1]([C:5]1[CH:6]=[CH:7][C:8]([O:14][CH3:15])=[C:9]([C:17]2[N:22]=[C:21]([NH2:23])[N:20]=[C:19]([NH:24][CH3:25])[CH:18]=2)[CH:10]=1)([CH3:4])([CH3:3])[CH3:2], predict the reactants needed to synthesize it. The reactants are: [C:1]([C:5]1[CH:6]=[CH:7][C:8]([O:14][CH3:15])=[C:9](B(O)O)[CH:10]=1)([CH3:4])([CH3:3])[CH3:2].I[C:17]1[N:22]=[C:21]([NH2:23])[N:20]=[C:19]([NH:24][CH3:25])[CH:18]=1. (7) Given the product [CH2:9]([C:7]1[CH:6]=[CH:5][NH:4][C:3](=[O:2])[CH:8]=1)[CH2:10][C:11]1[CH:16]=[CH:15][CH:14]=[CH:13][CH:12]=1, predict the reactants needed to synthesize it. The reactants are: C[O:2][C:3]1[CH:8]=[C:7]([CH2:9][CH2:10][C:11]2[CH:16]=[CH:15][CH:14]=[CH:13][CH:12]=2)[CH:6]=[CH:5][N:4]=1. (8) Given the product [NH2:8][C:9]1[CH:10]=[C:11]([N:15]([C@H:23]2[CH2:28][CH2:27][N:26]([CH2:29][CH:30]([C:41]3[CH:42]=[CH:43][CH:44]=[CH:45][CH:46]=3)[C:31]([O:33][CH2:34][C:35]3[CH:40]=[CH:39][CH:38]=[CH:37][CH:36]=3)=[O:32])[CH2:25][C@H:24]2[CH3:47])[C:16]([C:18]2[O:19][CH:20]=[CH:21][CH:22]=2)=[O:17])[CH:12]=[CH:13][CH:14]=1, predict the reactants needed to synthesize it. The reactants are: C(OC([NH:8][C:9]1[CH:10]=[C:11]([N:15]([C@H:23]2[CH2:28][CH2:27][N:26]([CH2:29][CH:30]([C:41]3[CH:46]=[CH:45][CH:44]=[CH:43][CH:42]=3)[C:31]([O:33][CH2:34][C:35]3[CH:40]=[CH:39][CH:38]=[CH:37][CH:36]=3)=[O:32])[CH2:25][C@H:24]2[CH3:47])[C:16]([C:18]2[O:19][CH:20]=[CH:21][CH:22]=2)=[O:17])[CH:12]=[CH:13][CH:14]=1)=O)(C)(C)C.Cl.O1CCOCC1.C(=O)([O-])[O-].[Na+].[Na+].